This data is from Forward reaction prediction with 1.9M reactions from USPTO patents (1976-2016). The task is: Predict the product of the given reaction. (1) Given the reactants [CH:1]1([NH:4][C:5](=[O:27])[C:6]2[CH:11]=[CH:10][C:9]([CH3:12])=[C:8]([N:13]3[C:22](=O)[CH2:21][C:20]4[C:15](=[CH:16][C:17]([O:24][CH3:25])=[CH:18][CH:19]=4)[C:14]3=[O:26])[CH:7]=2)[CH2:3][CH2:2]1.[BH4-].[Na+].Cl, predict the reaction product. The product is: [CH:1]1([NH:4][C:5](=[O:27])[C:6]2[CH:11]=[CH:10][C:9]([CH3:12])=[C:8]([N:13]3[CH:22]=[CH:21][C:20]4[C:15](=[CH:16][C:17]([O:24][CH3:25])=[CH:18][CH:19]=4)[C:14]3=[O:26])[CH:7]=2)[CH2:3][CH2:2]1. (2) Given the reactants Cl[C:2]1[N:7]=[C:6]([N:8]2[C:12]3[CH:13]=[C:14]([NH2:17])[CH:15]=[CH:16][C:11]=3[N:10]=[CH:9]2)[CH:5]=[N:4][CH:3]=1.[CH:18]([NH2:21])([CH3:20])[CH3:19].CCN(C(C)C)C(C)C, predict the reaction product. The product is: [CH:18]([NH:21][C:2]1[N:7]=[C:6]([N:8]2[C:12]3[CH:13]=[C:14]([NH2:17])[CH:15]=[CH:16][C:11]=3[N:10]=[CH:9]2)[CH:5]=[N:4][CH:3]=1)([CH3:20])[CH3:19]. (3) Given the reactants [CH2:1]([N:8]1[CH2:17][C:16]([CH3:19])([CH3:18])[NH:15][CH2:14][C:9]21[CH2:13]CC[CH2:10]2)[C:2]1[CH:7]=[CH:6][CH:5]=[CH:4][CH:3]=1.[CH:20]1(C(N)(C)CN)C[CH2:21]1.CC(C)(O)C#N, predict the reaction product. The product is: [CH2:1]([N:8]1[CH2:17][C:16]([CH:18]2[CH2:21][CH2:20]2)([CH3:19])[NH:15][CH2:14][C:9]1([CH3:10])[CH3:13])[C:2]1[CH:3]=[CH:4][CH:5]=[CH:6][CH:7]=1. (4) The product is: [CH2:21]([S:19][C:4](=[N:3][CH2:1][CH3:2])[N:5]([CH3:18])[C:6]1[S:10][C:9]([C:11]2[CH:12]=[N:13][CH:14]=[CH:15][CH:16]=2)=[N:8][C:7]=1[CH3:17])[CH3:22]. Given the reactants [CH2:1]([NH:3][C:4](=[S:19])[N:5]([CH3:18])[C:6]1[S:10][C:9]([C:11]2[CH:12]=[N:13][CH:14]=[CH:15][CH:16]=2)=[N:8][C:7]=1[CH3:17])[CH3:2].I[CH2:21][CH3:22], predict the reaction product. (5) Given the reactants [C:1]12([C:11]3[CH:12]=[C:13](Br)[CH:14]=[C:15]4[O:19][CH2:18][O:17][C:16]=34)[CH2:10][CH:5]3[CH2:6][CH:7]([CH2:9][CH:3]([CH2:4]3)[CH2:2]1)[CH2:8]2.Br[C:22]1[N:27]=[CH:26][C:25]([CH:28]=[O:29])=[CH:24][CH:23]=1.C(=O)([O-])[O-].[Na+].[Na+], predict the reaction product. The product is: [C:1]12([C:11]3[C:16]4[O:17][CH2:18][O:19][C:15]=4[CH:14]=[C:13]([C:22]4[N:27]=[CH:26][C:25]([CH:28]=[O:29])=[CH:24][CH:23]=4)[CH:12]=3)[CH2:10][CH:5]3[CH2:6][CH:7]([CH2:9][CH:3]([CH2:4]3)[CH2:2]1)[CH2:8]2. (6) Given the reactants [NH2:1][C:2]1[CH:7]=[C:6]([F:8])[CH:5]=[CH:4][C:3]=1[OH:9].[OH-].[K+].[C:12](=S)=[S:13], predict the reaction product. The product is: [F:8][C:6]1[CH:5]=[CH:4][C:3]2[O:9][C:12](=[S:13])[NH:1][C:2]=2[CH:7]=1. (7) Given the reactants [NH2:1][C:2]1[CH:7]=[CH:6][C:5]([F:8])=[CH:4][C:3]=1[C:9]1[CH:14]=[CH:13][C:12]([CH2:15][NH:16][C:17](=[O:23])[O:18][C:19]([CH3:22])([CH3:21])[CH3:20])=[CH:11][CH:10]=1.[CH3:24][Si:25]([CH3:44])([CH3:43])[CH2:26][CH2:27][O:28][CH2:29][N:30]1[CH:34]=[C:33]([C:35]2[S:36][CH:37]=[C:38]([C:40](O)=[O:41])[N:39]=2)[CH:32]=[N:31]1.CN(C(ON1N=NC2C=CC=NC1=2)=[N+](C)C)C.F[P-](F)(F)(F)(F)F.CCN(C(C)C)C(C)C, predict the reaction product. The product is: [F:8][C:5]1[CH:6]=[CH:7][C:2]([NH:1][C:40]([C:38]2[N:39]=[C:35]([C:33]3[CH:32]=[N:31][N:30]([CH2:29][O:28][CH2:27][CH2:26][Si:25]([CH3:44])([CH3:43])[CH3:24])[CH:34]=3)[S:36][CH:37]=2)=[O:41])=[C:3]([C:9]2[CH:10]=[CH:11][C:12]([CH2:15][NH:16][C:17](=[O:23])[O:18][C:19]([CH3:20])([CH3:22])[CH3:21])=[CH:13][CH:14]=2)[CH:4]=1. (8) The product is: [CH2:13]([NH:20][C:21]([C@@H:22]1[CH2:24][C@H:23]1[CH3:3])=[O:25])[C:14]1[CH:19]=[CH:18][CH:17]=[CH:16][CH:15]=1. Given the reactants [OH-].[K+].[CH3:3]N(N=O)C(N[N+]([O-])=O)=N.[CH2:13]([NH:20][C:21](=[O:25])/[CH:22]=[CH:23]/[CH3:24])[C:14]1[CH:19]=[CH:18][CH:17]=[CH:16][CH:15]=1, predict the reaction product. (9) Given the reactants [Br:1][C:2]1[CH:11]=[CH:10][C:9]([OH:12])=[CH:8][C:3]=1[C:4]([O:6][CH3:7])=[O:5].Br[CH2:14][C:15]1[CH:20]=[CH:19][C:18]([F:21])=[CH:17][CH:16]=1.C(=O)([O-])[O-].[K+].[K+], predict the reaction product. The product is: [Br:1][C:2]1[CH:11]=[CH:10][C:9]([O:12][CH2:14][C:15]2[CH:20]=[CH:19][C:18]([F:21])=[CH:17][CH:16]=2)=[CH:8][C:3]=1[C:4]([O:6][CH3:7])=[O:5].